Dataset: Catalyst prediction with 721,799 reactions and 888 catalyst types from USPTO. Task: Predict which catalyst facilitates the given reaction. (1) Reactant: ClC(OC(Cl)=O)C.C([N:15]([CH2:34][CH2:35][CH2:36][C:37]1[CH:42]=[CH:41][CH:40]=[CH:39][CH:38]=1)[CH2:16][CH2:17][C:18]1[CH:33]=[CH:32][C:21]([O:22][C:23]2[CH:31]=[CH:30][C:26]([C:27]([NH2:29])=[O:28])=[CH:25][N:24]=2)=[CH:20][CH:19]=1)C1C=CC=CC=1.ClCCCl.N. Product: [C:37]1([CH2:36][CH2:35][CH2:34][NH:15][CH2:16][CH2:17][C:18]2[CH:19]=[CH:20][C:21]([O:22][C:23]3[CH:31]=[CH:30][C:26]([C:27]([NH2:29])=[O:28])=[CH:25][N:24]=3)=[CH:32][CH:33]=2)[CH:38]=[CH:39][CH:40]=[CH:41][CH:42]=1. The catalyst class is: 5. (2) Product: [Cl:11][C:8]1[N:7]=[CH:6][C:5]([CH:3]([OH:4])[CH:2]([NH:1][C:31](=[O:32])[CH2:30][CH2:29][C:23]2[CH:28]=[CH:27][CH:26]=[CH:25][CH:24]=2)[CH2:12][C:13]2[CH:18]=[CH:17][C:16]([C:19]([F:22])([F:21])[F:20])=[CH:15][CH:14]=2)=[CH:10][CH:9]=1. Reactant: [NH2:1][CH:2]([CH2:12][C:13]1[CH:18]=[CH:17][C:16]([C:19]([F:22])([F:21])[F:20])=[CH:15][CH:14]=1)[CH:3]([C:5]1[CH:6]=[N:7][C:8]([Cl:11])=[CH:9][CH:10]=1)[OH:4].[C:23]1([CH2:29][CH2:30][C:31](Cl)=[O:32])[CH:28]=[CH:27][CH:26]=[CH:25][CH:24]=1.C(=O)([O-])O.[Na+]. The catalyst class is: 84.